This data is from Reaction yield outcomes from USPTO patents with 853,638 reactions. The task is: Predict the reaction yield, written as a fraction of the theoretical maximum amount of product (1.0 means a 100% yield; for example, 0.34 means a 34% yield). (1) The reactants are C([O:3][C:4]([C:6]1[CH:7]=[N:8][C:9]2[C:14]([C:15]=1[OH:16])=[CH:13][CH:12]=[CH:11][CH:10]=2)=[O:5])C. The catalyst is [OH-].[Na+]. The product is [O:16]=[C:15]1[C:14]2[C:9](=[CH:10][CH:11]=[CH:12][CH:13]=2)[NH:8][CH:7]=[C:6]1[C:4]([OH:5])=[O:3]. The yield is 0.920. (2) The reactants are [OH:1][CH2:2][C:3]([CH2:14][OH:15])([C:9]([O:11]CC)=[O:10])[C:4]([O:6]CC)=[O:5].[OH-].[K+].[N+]([O-])(O)=O.[N+]([O-])([O-])=O.[Ag+:26]. The yield is 0.875. The product is [OH:1][CH2:2][C:3]([CH2:14][OH:15])([C:9]([O-:11])=[O:10])[C:4]([O-:6])=[O:5].[Ag+2:26]. The catalyst is O. (3) The reactants are [CH3:1][O:2][C:3]1[CH:8]=[C:7]([O:9][CH3:10])[CH:6]=[CH:5][C:4]=1[NH:11][C:12]1[CH:20]=[CH:19][CH:18]=[C:14]([C:15]([OH:17])=O)[C:13]=1[C:21]([OH:23])=O.Br.[NH2:25][C@@:26]1([CH3:34])[CH2:31][CH2:30][C:29](=[O:32])[NH:28][C:27]1=[O:33]. The catalyst is N1C=CC=CC=1. The product is [CH3:1][O:2][C:3]1[CH:8]=[C:7]([O:9][CH3:10])[CH:6]=[CH:5][C:4]=1[NH:11][C:12]1[CH:20]=[CH:19][CH:18]=[C:14]2[C:13]=1[C:21](=[O:23])[N:25]([C@@:26]1([CH3:34])[CH2:31][CH2:30][C:29](=[O:32])[NH:28][C:27]1=[O:33])[C:15]2=[O:17]. The yield is 0.410.